From a dataset of Forward reaction prediction with 1.9M reactions from USPTO patents (1976-2016). Predict the product of the given reaction. (1) Given the reactants CCCCCCCN1C(C)=CS/C/1=C/C1SC=C(C)[N+]=1CCCCCCC.[I-].[OH-:29].[Na+].[Na].[Na].[Na].[Na].[C:35](ON(OC(=O)C)CCN(OC(=O)C)OC(=O)C)(=[O:37])C.C=CC1C=CC=CC=1.[C:63]([OH:67])(=O)C=C.C[CH:69]([C:71]([C:74]([C:77](S)([CH3:79])C)([CH3:76])C)([CH3:73])C)[CH3:70].[OH-:81].[NH4+], predict the reaction product. The product is: [CH3:35][O:37][C:76]([CH:74]1[CH:71]([C:73]([O:67][CH3:63])=[O:81])[CH2:69][CH:70]=[CH:79][CH2:77]1)=[O:29]. (2) Given the reactants [CH3:1][CH:2]([CH3:5])[CH2:3][OH:4].[CH3:6][S:7](OCCC)(=[O:9])=[O:8], predict the reaction product. The product is: [CH3:6][S:7]([O:4][CH2:3][CH:2]([CH3:5])[CH3:1])(=[O:9])=[O:8]. (3) Given the reactants [C:1](#[N:8])[C:2]1[CH:7]=[CH:6][CH:5]=[CH:4][CH:3]=1.Cl.[NH2:10][OH:11].C([O-])([O-])=O.[K+].[K+].O, predict the reaction product. The product is: [OH:11][NH:10][C:1](=[NH:8])[C:2]1[CH:7]=[CH:6][CH:5]=[CH:4][CH:3]=1. (4) Given the reactants [CH2:1]([N:3]1[C:7]2=[N:8][C:9]([CH2:32][CH3:33])=[C:10]([CH2:19][NH:20][C:21]([C:23]3[N:28]=[C:27]([C:29](O)=[O:30])[CH:26]=[CH:25][CH:24]=3)=[O:22])[C:11]([NH:12][CH:13]3[CH2:18][CH2:17][O:16][CH2:15][CH2:14]3)=[C:6]2[CH:5]=[N:4]1)[CH3:2].[NH2:34][CH2:35][C:36]1[CH:37]=[CH:38][C:39]([F:63])=[C:40]([C:42]2[CH:47]=[CH:46][CH:45]=[C:44](CN3CCN(C(OC(C)(C)C)=O)[C@@H](C)C3)[CH:43]=2)[CH:41]=1.CN(C(O[N:72]1N=[N:79][C:74]2C=CC=[CH:78][C:73]1=2)=[N+](C)C)C.F[P-](F)(F)(F)(F)F.[CH3:88][CH2:89]N(CC)CC.[CH2:95](Cl)Cl, predict the reaction product. The product is: [CH2:1]([N:3]1[C:7]2=[N:8][C:9]([CH2:32][CH3:33])=[C:10]([CH2:19][NH:20][C:21]([C:23]3[CH:24]=[CH:25][CH:26]=[C:27]([C:29]([NH:34][CH2:35][C:36]4[CH:41]=[C:40]([C:42]5[CH:47]=[CH:46][CH:45]=[C:44]([CH2:95][N:79]6[CH2:89][CH2:88][NH:72][C@@H:73]([CH3:78])[CH2:74]6)[CH:43]=5)[C:39]([F:63])=[CH:38][CH:37]=4)=[O:30])[N:28]=3)=[O:22])[C:11]([NH:12][CH:13]3[CH2:14][CH2:15][O:16][CH2:17][CH2:18]3)=[C:6]2[CH:5]=[N:4]1)[CH3:2]. (5) Given the reactants FC(F)(F)C(O)=O.[CH2:8]([N:10]([CH2:64][CH3:65])[CH2:11][CH2:12][CH2:13][NH:14][C:15]([C:17]1[CH:22]=[CH:21][C:20]([C:23]2[CH:28]=[CH:27][C:26]([CH2:29][C@H:30]([NH:45][C:46]([C@H:48]3[CH2:53][CH2:52][C@H:51]([CH2:54][NH:55]C(=O)OC(C)(C)C)[CH2:50][CH2:49]3)=[O:47])[C:31](=[O:44])[NH:32][C:33]3[CH:38]=[CH:37][C:36]([C:39]4[N:40]=[N:41][NH:42][N:43]=4)=[CH:35][CH:34]=3)=[CH:25][CH:24]=2)=[C:19]([CH3:63])[CH:18]=1)=[O:16])[CH3:9].[ClH:66], predict the reaction product. The product is: [ClH:66].[NH2:55][CH2:54][C@H:51]1[CH2:52][CH2:53][C@H:48]([C:46]([NH:45][C@H:30]([C:31](=[O:44])[NH:32][C:33]2[CH:38]=[CH:37][C:36]([C:39]3[N:40]=[N:41][NH:42][N:43]=3)=[CH:35][CH:34]=2)[CH2:29][C:26]2[CH:27]=[CH:28][C:23]([C:20]3[CH:21]=[CH:22][C:17]([C:15]([NH:14][CH2:13][CH2:12][CH2:11][N:10]([CH2:8][CH3:9])[CH2:64][CH3:65])=[O:16])=[CH:18][C:19]=3[CH3:63])=[CH:24][CH:25]=2)=[O:47])[CH2:49][CH2:50]1. (6) Given the reactants [CH:1]([C:3]1[CH:4]=[C:5]([CH:10]=[CH:11][CH:12]=1)[C:6]([O:8][CH3:9])=[O:7])=[O:2].[CH2:13]([Mg]Br)[CH2:14][CH2:15][CH2:16][CH2:17][CH2:18][CH3:19], predict the reaction product. The product is: [OH:2][CH:1]([C:3]1[CH:4]=[C:5]([CH:10]=[CH:11][CH:12]=1)[C:6]([O:8][CH3:9])=[O:7])[CH2:13][CH2:14][CH2:15][CH2:16][CH2:17][CH2:18][CH3:19].